Dataset: Reaction yield outcomes from USPTO patents with 853,638 reactions. Task: Predict the reaction yield, written as a fraction of the theoretical maximum amount of product (1.0 means a 100% yield; for example, 0.34 means a 34% yield). (1) The reactants are [H-].[Na+].[CH3:3][O:4][C:5](=[O:11])[C:6]([CH3:10])([CH3:9])[CH2:7][OH:8].[CH2:12](OS(C1C=CC(C)=CC=1)(=O)=O)[CH3:13]. The catalyst is CN(C)C=O.O.CCCCCC. The product is [CH3:3][O:4][C:5](=[O:11])[C:6]([CH3:10])([CH3:9])[CH2:7][O:8][CH2:12][CH3:13]. The yield is 0.340. (2) The catalyst is Br. The yield is 0.320. The reactants are C1(S([N:10]2[C:18]3[C:13](=[CH:14][C:15]([CH2:19][CH3:20])=[CH:16][CH:17]=3)[CH2:12][CH2:11]2)(=O)=O)C=CC=CC=1.[OH-].[Na+]. The product is [CH2:19]([C:15]1[CH:14]=[C:13]2[C:18](=[CH:17][CH:16]=1)[NH:10][CH2:11][CH2:12]2)[CH3:20]. (3) The reactants are B(Br)(Br)Br.C[O:6][C:7]1[CH:8]=[C:9]2[C:13](=[CH:14][CH:15]=1)[NH:12][C:11]([CH3:16])=[CH:10]2.O.[OH-].[Na+]. The catalyst is C(Cl)Cl. The product is [OH:6][C:7]1[CH:8]=[C:9]2[C:13](=[CH:14][CH:15]=1)[NH:12][C:11]([CH3:16])=[CH:10]2. The yield is 0.930. (4) The reactants are [CH:1]([C:3]1[N:4]=[C:5]([C:8]2[CH:13]=[CH:12][CH:11]=[CH:10][CH:9]=2)[NH:6][CH:7]=1)=[O:2].C(=O)([O-])O.[Na+].C1COCC1.Cl[C:25]([O:27][CH2:28][C:29]1[CH:34]=[CH:33][C:32]([N+:35]([O-:37])=[O:36])=[CH:31][CH:30]=1)=[O:26]. The catalyst is O1CCOCC1.C(OCC)(=O)C.O. The product is [N+:35]([C:32]1[CH:31]=[CH:30][C:29]([CH2:28][O:27][C:25]([N:6]2[CH:7]=[C:3]([CH:1]=[O:2])[N:4]=[C:5]2[C:8]2[CH:9]=[CH:10][CH:11]=[CH:12][CH:13]=2)=[O:26])=[CH:34][CH:33]=1)([O-:37])=[O:36]. The yield is 0.750.